From a dataset of Forward reaction prediction with 1.9M reactions from USPTO patents (1976-2016). Predict the product of the given reaction. (1) Given the reactants [O:1]=[C:2]1[N:10]2[C@H:5]([CH2:6][CH2:7][C@@H:8]([NH:11][C:12]3[C:13]4[CH:20]=[CH:19][N:18]([S:21]([C:24]5[CH:30]=[CH:29][C:27]([CH3:28])=[CH:26][CH:25]=5)(=[O:23])=[O:22])[C:14]=4[N:15]=[CH:16][N:17]=3)[CH2:9]2)[CH2:4][C@@H:3]1[NH:31]C(=O)OC(C)(C)C.Cl, predict the reaction product. The product is: [NH2:31][C@@H:3]1[C:2](=[O:1])[N:10]2[C@H:5]([CH2:6][CH2:7][C@@H:8]([NH:11][C:12]3[C:13]4[CH:20]=[CH:19][N:18]([S:21]([C:24]5[CH:25]=[CH:26][C:27]([CH3:28])=[CH:29][CH:30]=5)(=[O:23])=[O:22])[C:14]=4[N:15]=[CH:16][N:17]=3)[CH2:9]2)[CH2:4]1. (2) Given the reactants Cl.[NH2:2][C:3]1([C:14]([O:16][CH3:17])=[O:15])[C:11]2[C:6](=[C:7]([F:13])[CH:8]=[C:9]([F:12])[CH:10]=2)[CH2:5][CH2:4]1.C(N(CC)C(C)C)(C)C.[C:27](O[C:27]([O:29][C:30]([CH3:33])([CH3:32])[CH3:31])=[O:28])([O:29][C:30]([CH3:33])([CH3:32])[CH3:31])=[O:28], predict the reaction product. The product is: [C:30]([O:29][C:27]([NH:2][C:3]1([C:14]([O:16][CH3:17])=[O:15])[C:11]2[C:6](=[C:7]([F:13])[CH:8]=[C:9]([F:12])[CH:10]=2)[CH2:5][CH2:4]1)=[O:28])([CH3:33])([CH3:32])[CH3:31]. (3) Given the reactants [Cl:1][C:2]1[CH:3]=[C:4]([CH2:9][C@@H:10]([NH:30]C(OC(C)(C)C)=O)[C:11]([N:13]2[CH2:18][CH2:17][N:16]([C:19]3[CH:24]=[CH:23][CH:22]=[CH:21][C:20]=3[NH:25][S:26]([CH3:29])(=[O:28])=[O:27])[CH2:15][CH2:14]2)=[O:12])[CH:5]=[CH:6][C:7]=1[Cl:8], predict the reaction product. The product is: [NH2:30][C@H:10]([CH2:9][C:4]1[CH:5]=[CH:6][C:7]([Cl:8])=[C:2]([Cl:1])[CH:3]=1)[C:11]([N:13]1[CH2:14][CH2:15][N:16]([C:19]2[CH:24]=[CH:23][CH:22]=[CH:21][C:20]=2[NH:25][S:26]([CH3:29])(=[O:27])=[O:28])[CH2:17][CH2:18]1)=[O:12]. (4) Given the reactants [Cl:1][C:2]1[C:11](F)=[CH:10][C:9]([C:13]2[CH:14]=[N:15][N:16]([CH3:18])[CH:17]=2)=[CH:8][C:3]=1[C:4]([O:6]C)=[O:5].[CH3:19][C:20](C)([O-:22])[CH3:21].[K+], predict the reaction product. The product is: [Cl:1][C:2]1[C:11]([O:22][CH:20]([CH3:21])[CH3:19])=[CH:10][C:9]([C:13]2[CH:14]=[N:15][N:16]([CH3:18])[CH:17]=2)=[CH:8][C:3]=1[C:4]([OH:6])=[O:5]. (5) Given the reactants C([O:4][C@H:5]([C@H:8]([C@@H:10]([CH2:12][OH:13])[OH:11])[OH:9])[CH2:6][OH:7])C=C, predict the reaction product. The product is: [CH2:6]([OH:7])[C@@H:5]([C@H:8]([C@@H:10]([CH2:12][OH:13])[OH:11])[OH:9])[OH:4]. (6) Given the reactants [CH2:1]([NH:5][C:6]1[CH:7]=[C:8]([CH:13]=[CH:14][C:15]=1[N+:16]([O-:18])=[O:17])[C:9]([O:11][CH3:12])=[O:10])[CH:2]([CH3:4])[CH3:3].[CH:19]1(CN)[CH2:24]CCC[CH2:20]1, predict the reaction product. The product is: [CH:2]1([CH2:1][NH:5][C:6]2[CH:7]=[C:8]([CH:13]=[CH:14][C:15]=2[N+:16]([O-:18])=[O:17])[C:9]([O:11][CH3:12])=[O:10])[CH2:4][CH2:24][CH2:19][CH2:20][CH2:3]1. (7) Given the reactants [C:1]1([C:7]2[C:11]([C:12]([F:15])([F:14])[F:13])=[C:10]([C:16]3[S:17][C:18]4[C:28]5[C:23](=[CH:24][C:25]([CH:29]=O)=[CH:26][CH:27]=5)[CH2:22][CH2:21][C:19]=4[N:20]=3)[O:9][N:8]=2)[CH:6]=[CH:5][CH:4]=[CH:3][CH:2]=1.[NH:31]1[CH2:34][CH:33]([C:35]([OH:37])=[O:36])[CH2:32]1.C([BH3-])#N.[Na+].CC#N.[OH2:45], predict the reaction product. The product is: [C:1]1([C:7]2[C:11]([C:12]([F:15])([F:13])[F:14])=[C:10]([C:16]3[S:17][C:18]4[C:28]5[C:23](=[CH:24][C:25]([CH2:29][N:31]6[CH2:34][CH:33]([C:35]([OH:37])=[O:36])[CH2:32]6)=[CH:26][CH:27]=5)[CH2:22][CH2:21][C:19]=4[N:20]=3)[O:9][N:8]=2)[CH:2]=[CH:3][CH:4]=[CH:5][CH:6]=1.[C:11]([OH:36])([C:12]([F:15])([F:14])[F:13])=[O:45].